This data is from Forward reaction prediction with 1.9M reactions from USPTO patents (1976-2016). The task is: Predict the product of the given reaction. (1) Given the reactants [CH3:1][C:2]1[NH:3][C:4]([C:7]2[CH:12]=[CH:11][C:10]([S:13]([CH3:16])(=[O:15])=[O:14])=[CH:9][CH:8]=2)=[CH:5][N:6]=1.[I:17]N1C(=O)CCC1=O, predict the reaction product. The product is: [I:17][C:5]1[N:6]=[C:2]([CH3:1])[NH:3][C:4]=1[C:7]1[CH:8]=[CH:9][C:10]([S:13]([CH3:16])(=[O:15])=[O:14])=[CH:11][CH:12]=1. (2) Given the reactants [OH:1][CH2:2][C:3]1[CH:7]=[C:6]([C:8]2[S:9][CH:10]=[CH:11][CH:12]=2)[NH:5][N:4]=1.C([O-])([O-])=O.[K+].[K+].[CH3:19][O:20][C:21]1[CH:28]=[CH:27][C:24]([CH2:25]Cl)=[CH:23][CH:22]=1, predict the reaction product. The product is: [OH:1][CH2:2][C:3]1[CH:7]=[C:6]([C:8]2[S:9][CH:10]=[CH:11][CH:12]=2)[N:5]([CH2:25][C:24]2[CH:27]=[CH:28][C:21]([O:20][CH3:19])=[CH:22][CH:23]=2)[N:4]=1. (3) Given the reactants [Si]([O:8][CH2:9][CH:10]1[CH2:19][C:18]2[C:13](=[CH:14][CH:15]=[C:16]([C:20]3[CH:21]=[N:22][N:23]([CH3:25])[CH:24]=3)[CH:17]=2)[N:12]([C:26]2[C:30]3[CH2:31][N:32]([C:35](=[O:37])[CH3:36])[CH2:33][CH2:34][C:29]=3[N:28]([C@H:38]3[CH2:42][CH2:41][O:40][CH2:39]3)[N:27]=2)[CH2:11]1)(C(C)(C)C)(C)C.[F-].C([N+](CCCC)(CCCC)CCCC)CCC.O, predict the reaction product. The product is: [OH:8][CH2:9][CH:10]1[CH2:19][C:18]2[C:13](=[CH:14][CH:15]=[C:16]([C:20]3[CH:21]=[N:22][N:23]([CH3:25])[CH:24]=3)[CH:17]=2)[N:12]([C:26]2[C:30]3[CH2:31][N:32]([C:35](=[O:37])[CH3:36])[CH2:33][CH2:34][C:29]=3[N:28]([CH:38]3[CH2:42][CH2:41][O:40][CH2:39]3)[N:27]=2)[CH2:11]1. (4) Given the reactants [CH:1]([C:4]1[CH:24]=[CH:23][C:7]([O:8][CH2:9][C:10]([NH:12][C:13]2[CH:14]=[C:15]([CH:20]=[CH:21][CH:22]=2)[C:16]([O:18]C)=[O:17])=[O:11])=[CH:6][C:5]=1[CH3:25])([CH3:3])[CH3:2].[I-].[Li+], predict the reaction product. The product is: [CH:1]([C:4]1[CH:24]=[CH:23][C:7]([O:8][CH2:9][C:10]([NH:12][C:13]2[CH:14]=[C:15]([CH:20]=[CH:21][CH:22]=2)[C:16]([OH:18])=[O:17])=[O:11])=[CH:6][C:5]=1[CH3:25])([CH3:3])[CH3:2]. (5) Given the reactants C[O:2][C:3]([C:5]1[C:10]2[O:11][CH2:12][CH2:13][CH2:14][CH2:15][C:9]=2[CH:8]=[C:7]([Br:16])[CH:6]=1)=[O:4].[OH-].[K+], predict the reaction product. The product is: [Br:16][C:7]1[CH:6]=[C:5]([C:3]([OH:4])=[O:2])[C:10]2[O:11][CH2:12][CH2:13][CH2:14][CH2:15][C:9]=2[CH:8]=1. (6) Given the reactants NN.[NH2:3][C:4]1[C:13]2[N:14]=[C:15]([CH2:23][N:24]3C(=O)C4C(=CC=CC=4)C3=O)[N:16]([CH2:17][C:18]3([OH:22])[CH2:21][CH2:20][CH2:19]3)[C:12]=2[C:11]2[CH:10]=[CH:9][CH:8]=[CH:7][C:6]=2[N:5]=1, predict the reaction product. The product is: [NH2:3][C:4]1[C:13]2[N:14]=[C:15]([CH2:23][NH2:24])[N:16]([CH2:17][C:18]3([OH:22])[CH2:21][CH2:20][CH2:19]3)[C:12]=2[C:11]2[CH:10]=[CH:9][CH:8]=[CH:7][C:6]=2[N:5]=1. (7) Given the reactants Br[C:2]1[C:10]2[C:5](=[N:6][CH:7]=[C:8]([C:11]([O:13][CH3:14])=[O:12])[CH:9]=2)[N:4]([S:15]([C:18]2[CH:23]=[CH:22][CH:21]=[CH:20][CH:19]=2)(=[O:17])=[O:16])[CH:3]=1.[B:24]1([B:24]2[O:28][C:27]([CH3:30])([CH3:29])[C:26]([CH3:32])([CH3:31])[O:25]2)[O:28][C:27]([CH3:30])([CH3:29])[C:26]([CH3:32])([CH3:31])[O:25]1.C1(P(C2CCCCC2)C2CCCCC2)CCCCC1.C([O-])(=O)C.[K+], predict the reaction product. The product is: [C:18]1([S:15]([N:4]2[C:5]3=[N:6][CH:7]=[C:8]([C:11]([O:13][CH3:14])=[O:12])[CH:9]=[C:10]3[C:2]([B:24]3[O:28][C:27]([CH3:30])([CH3:29])[C:26]([CH3:32])([CH3:31])[O:25]3)=[CH:3]2)(=[O:17])=[O:16])[CH:23]=[CH:22][CH:21]=[CH:20][CH:19]=1. (8) Given the reactants [CH2:1]([O:7][CH2:8][CH2:9][NH2:10])[CH2:2][O:3][CH2:4][CH2:5][NH2:6].[O:11]1[C:16](=[O:17])[CH2:15][O:14][CH2:13][C:12]1=[O:18], predict the reaction product. The product is: [NH2:6][CH2:5][CH2:4][O:3][CH2:2][CH2:1][O:7][CH2:8][CH2:9][NH:10][C:16](=[O:17])[CH2:15][O:14][CH2:13][C:12]([OH:18])=[O:11]. (9) Given the reactants [Li+].CC([N-][CH:6]([CH3:8])[CH3:7])C.[OH:9][C:10]1[C:15]([C:16]([O:18]C)=[O:17])=[C:14]([CH3:20])[CH:13]=[CH:12][C:11]=1[C:21]([O:23][CH3:24])=[O:22].CC(C)=O, predict the reaction product. The product is: [CH3:24][O:23][C:21]([C:11]1[C:10]([OH:9])=[C:15]2[C:14]([CH2:20][C:6]([CH3:7])([CH3:8])[O:18][C:16]2=[O:17])=[CH:13][CH:12]=1)=[O:22].